This data is from CYP2C19 inhibition data for predicting drug metabolism from PubChem BioAssay. The task is: Regression/Classification. Given a drug SMILES string, predict its absorption, distribution, metabolism, or excretion properties. Task type varies by dataset: regression for continuous measurements (e.g., permeability, clearance, half-life) or binary classification for categorical outcomes (e.g., BBB penetration, CYP inhibition). Dataset: cyp2c19_veith. (1) The drug is COc1ccccc1CNc1cc(-c2ccoc2)ncn1. The result is 1 (inhibitor). (2) The molecule is Cc1ccc(C(=O)NC(=S)NCC(=O)c2ccccc2)cc1. The result is 0 (non-inhibitor). (3) The molecule is N[C@@H](Cc1c[nH]c2ccccc12)C(=O)O. The result is 0 (non-inhibitor). (4) The drug is O=C(CNS(=O)(=O)c1cccs1)N1CCC2(CC1)OCCO2. The result is 1 (inhibitor). (5) The drug is O=C(O)CCCC[C@H]1CCSS1. The result is 0 (non-inhibitor). (6) The compound is O=S(=O)(c1ccccc1)N1CCC2(CC1)CN(C(c1ccccc1)c1ccccc1)C2. The result is 0 (non-inhibitor). (7) The molecule is Cn1nc(C(F)(F)F)c(/C=N/OCc2c(Cl)cccc2Cl)c1Cl. The result is 1 (inhibitor). (8) The drug is CS(=O)(=O)c1ccc(-c2cc(Br)sc2-c2ccc(F)cc2)cc1. The result is 1 (inhibitor).